Dataset: Catalyst prediction with 721,799 reactions and 888 catalyst types from USPTO. Task: Predict which catalyst facilitates the given reaction. (1) The catalyst class is: 15. Product: [CH2:1]([N:8]1[C:13](=[O:14])[C:12]([C:15]2[CH:20]=[CH:19][C:18]([F:21])=[CH:17][CH:16]=2)=[C:11]([OH:22])[CH:10]=[N:9]1)[C:2]1[CH:7]=[CH:6][CH:5]=[CH:4][CH:3]=1. Reactant: [CH2:1]([N:8]1[C:13](=[O:14])[C:12]([C:15]2[CH:20]=[CH:19][C:18]([F:21])=[CH:17][CH:16]=2)=[C:11]([O:22]C)[CH:10]=[N:9]1)[C:2]1[CH:7]=[CH:6][CH:5]=[CH:4][CH:3]=1.Br. (2) Reactant: Br[C:2]1[CH:7]=[CH:6][CH:5]=[C:4]([C:8]([F:11])([F:10])[F:9])[C:3]=1[F:12].CC1(C)COB(B2OCC(C)(C)CO2)OC1.C([O-])(=O)C.[K+].[C:34]([O:38][C:39]([N:41]1[CH2:46][CH2:45][N:44]([C:47]2[C:52](Cl)=[N:51][CH:50]=[CH:49][N:48]=2)[CH2:43][CH2:42]1)=[O:40])([CH3:37])([CH3:36])[CH3:35].C(=O)([O-])[O-].[Na+].[Na+]. Product: [C:34]([O:38][C:39]([N:41]1[CH2:46][CH2:45][N:44]([C:47]2[C:52]([C:2]3[CH:7]=[CH:6][CH:5]=[C:4]([C:8]([F:11])([F:10])[F:9])[C:3]=3[F:12])=[N:51][CH:50]=[CH:49][N:48]=2)[CH2:43][CH2:42]1)=[O:40])([CH3:37])([CH3:35])[CH3:36]. The catalyst class is: 710. (3) Reactant: C1C=CC2N([OH:10])N=NC=2C=1.C(Cl)CCl.[NH2:15][C:16]1[CH:23]=[CH:22][C:19]([CH2:20][OH:21])=[CH:18][CH:17]=1.[NH:24]([C:36]([O:38][CH2:39][CH:40]1[C:52]2[C:47](=[CH:48][CH:49]=[CH:50][CH:51]=2)[C:46]2[C:41]1=[CH:42][CH:43]=[CH:44][CH:45]=2)=[O:37])[C@H:25]([C:33]([OH:35])=[O:34])[CH2:26][CH2:27][CH2:28][NH:29][C:30]([NH2:32])=[O:31]. Product: [NH:24]([C:36]([O:38][CH2:39][CH:40]1[C:41]2[C:46](=[CH:45][CH:44]=[CH:43][CH:42]=2)[C:47]2[C:52]1=[CH:51][CH:50]=[CH:49][CH:48]=2)=[O:37])[C@H:25]([C:33]([OH:35])=[O:34])[CH2:26][CH2:27][CH2:28][NH:29][C:30]([NH2:32])=[O:31].[CH:18]1[C:19]([C:20]([OH:10])=[O:21])=[CH:22][CH:23]=[C:16]([NH2:15])[CH:17]=1. The catalyst class is: 2. (4) Reactant: [C:1]([O:5][C:6]([N:8]([CH3:48])[C@@H:9]([CH3:47])[C:10]([NH:12][C@@H:13]([C:43]([CH3:46])([CH3:45])[CH3:44])[C:14]([N:16]1[C@H:25]([C:26](=[O:38])[NH:27][C@H:28]2[C:37]3[C:32](=[CH:33][CH:34]=[CH:35][CH:36]=3)[CH2:31][CH2:30][CH2:29]2)[CH2:24][C:23]2[C:18](=[CH:19][C:20]([C:39]([O:41]C)=[O:40])=[CH:21][CH:22]=2)[CH2:17]1)=[O:15])=[O:11])=[O:7])([CH3:4])([CH3:3])[CH3:2].[OH-].[Na+].CCOC(C)=O.Cl. Product: [C:1]([O:5][C:6]([N:8]([CH3:48])[C@@H:9]([CH3:47])[C:10]([NH:12][C@@H:13]([C:43]([CH3:46])([CH3:45])[CH3:44])[C:14]([N:16]1[C@H:25]([C:26](=[O:38])[NH:27][C@H:28]2[C:37]3[C:32](=[CH:33][CH:34]=[CH:35][CH:36]=3)[CH2:31][CH2:30][CH2:29]2)[CH2:24][C:23]2[C:18](=[CH:19][C:20]([C:39]([OH:41])=[O:40])=[CH:21][CH:22]=2)[CH2:17]1)=[O:15])=[O:11])=[O:7])([CH3:4])([CH3:3])[CH3:2]. The catalyst class is: 36.